Dataset: Forward reaction prediction with 1.9M reactions from USPTO patents (1976-2016). Task: Predict the product of the given reaction. (1) Given the reactants [NH2:1][C:2]1[C:3]([C:22]2[CH:30]=[CH:29][C:25]([C:26]([OH:28])=O)=[C:24]([F:31])[CH:23]=2)=[N:4][C:5]([CH:8]2[CH2:13][CH2:12][CH:11]([NH:14][C:15]([O:17][C:18]([CH3:21])([CH3:20])[CH3:19])=[O:16])[CH2:10][CH2:9]2)=[CH:6][N:7]=1.CCN(C(C)C)C(C)C.[NH2:41][C@@H:42]([C:45]1[CH:50]=[CH:49][CH:48]=[C:47]([Cl:51])[CH:46]=1)[CH2:43][OH:44].CN(C(ON1N=NC2C=CC=NC1=2)=[N+](C)C)C.F[P-](F)(F)(F)(F)F, predict the reaction product. The product is: [NH2:1][C:2]1[N:7]=[CH:6][C:5]([CH:8]2[CH2:13][CH2:12][CH:11]([NH:14][C:15](=[O:16])[O:17][C:18]([CH3:21])([CH3:19])[CH3:20])[CH2:10][CH2:9]2)=[N:4][C:3]=1[C:22]1[CH:30]=[CH:29][C:25]([C:26](=[O:28])[NH:41][C@@H:42]([C:45]2[CH:50]=[CH:49][CH:48]=[C:47]([Cl:51])[CH:46]=2)[CH2:43][OH:44])=[C:24]([F:31])[CH:23]=1. (2) Given the reactants [O-]S(C(F)(F)F)(=O)=O.C[N+]1C=CN([S:15]([N:18]2[CH2:23][CH2:22][CH2:21][CH2:20][CH2:19]2)(=[O:17])=[O:16])C=1.Cl.[CH3:25][C:26]1[C:27]2[CH:35]=[CH:34][CH:33]=[CH:32][C:28]=2[S:29][C:30]=1[NH2:31], predict the reaction product. The product is: [CH3:25][C:26]1[C:27]2[CH:35]=[CH:34][CH:33]=[CH:32][C:28]=2[S:29][C:30]=1[NH:31][S:15]([N:18]1[CH2:23][CH2:22][CH2:21][CH2:20][CH2:19]1)(=[O:17])=[O:16].